Dataset: Full USPTO retrosynthesis dataset with 1.9M reactions from patents (1976-2016). Task: Predict the reactants needed to synthesize the given product. (1) Given the product [Cl:26][C:27]1[S:31][C:30]([C:32]2[N:34]=[C:23]([CH:11]3[CH2:10][CH:9]([C:6]4[CH:5]=[CH:4][C:3]([CH2:1][CH3:2])=[CH:8][CH:7]=4)[CH2:14][N:13]([C:15]([N:17]4[CH2:18][CH2:19][O:20][CH2:21][CH2:22]4)=[O:16])[CH2:12]3)[O:25][N:33]=2)=[CH:29][CH:28]=1, predict the reactants needed to synthesize it. The reactants are: [CH2:1]([C:3]1[CH:8]=[CH:7][C:6]([CH:9]2[CH2:14][N:13]([C:15]([N:17]3[CH2:22][CH2:21][O:20][CH2:19][CH2:18]3)=[O:16])[CH2:12][CH:11]([C:23]([OH:25])=O)[CH2:10]2)=[CH:5][CH:4]=1)[CH3:2].[Cl:26][C:27]1[S:31][C:30]([C:32](=[N:34]O)[NH2:33])=[CH:29][CH:28]=1. (2) Given the product [NH2:1][C:4]1[CH:5]=[C:6]([C:10]2[C:11]([C:16]([N:18]3[CH2:19][CH2:20][N:21]([C:24]([O:26][C:27]([CH3:30])([CH3:29])[CH3:28])=[O:25])[CH2:22][CH2:23]3)=[O:17])=[CH:12][CH:13]=[CH:14][CH:15]=2)[CH:7]=[CH:8][CH:9]=1, predict the reactants needed to synthesize it. The reactants are: [N+:1]([C:4]1[CH:5]=[C:6]([C:10]2[C:11]([C:16]([N:18]3[CH2:23][CH2:22][N:21]([C:24]([O:26][C:27]([CH3:30])([CH3:29])[CH3:28])=[O:25])[CH2:20][CH2:19]3)=[O:17])=[CH:12][CH:13]=[CH:14][CH:15]=2)[CH:7]=[CH:8][CH:9]=1)([O-])=O.[H][H]. (3) Given the product [F:20][C:15]1[CH:16]=[CH:17][CH:18]=[CH:19][C:14]=1[C:11]1[CH:12]=[CH:13][C:8]2[N:7]=[C:24]([C:16]3[CH:17]=[CH:18][CH:19]=[C:14]([C:11]4[CH:10]=[CH:9][N:21]=[C:41]([CH3:43])[CH:12]=4)[CH:15]=3)[CH2:23][C:22](=[O:39])[NH:21][C:9]=2[CH:10]=1, predict the reactants needed to synthesize it. The reactants are: C(OC(=O)[NH:7][C:8]1[CH:13]=[CH:12][C:11]([C:14]2[CH:19]=[CH:18][CH:17]=[CH:16][C:15]=2[F:20])=[CH:10][C:9]=1[NH:21][C:22](=[O:39])[CH2:23][C:24](C1C=CC=C(C2C=CN=C(C)C=2)C=1)=O)(C)(C)C.[C:41](O)([C:43](F)(F)F)=O. (4) The reactants are: [CH2:1]([NH2:8])[C:2]1[CH:7]=[CH:6][CH:5]=[CH:4][CH:3]=1.[CH3:9][S:10](Cl)(=[O:12])=[O:11]. Given the product [CH2:1]([NH:8][S:10]([CH3:9])(=[O:12])=[O:11])[C:2]1[CH:7]=[CH:6][CH:5]=[CH:4][CH:3]=1, predict the reactants needed to synthesize it. (5) Given the product [Fe+3:41].[CH2:2]([N:4]([C:21]1[CH:26]=[CH:25][CH:24]=[CH:23][CH:22]=1)[C:5]([C:7]1[C:8](=[O:20])[N:9]([CH3:19])[C:10]2[C:15]([C:16]=1[OH:17])=[C:14]([Cl:18])[CH:13]=[CH:12][CH:11]=2)=[O:6])[CH3:3], predict the reactants needed to synthesize it. The reactants are: [Na].[CH2:2]([N:4]([C:21]1[CH:26]=[CH:25][CH:24]=[CH:23][CH:22]=1)[C:5]([C:7]1[C:8](=[O:20])[N:9]([CH3:19])[C:10]2[C:15]([C:16]=1[OH:17])=[C:14]([Cl:18])[CH:13]=[CH:12][CH:11]=2)=[O:6])[CH3:3].C(Cl)(Cl)Cl.O.O.O.O.O.S([O-])([O-])(=O)=O.[Fe+3:41].S([O-])([O-])(=O)=O.S([O-])([O-])(=O)=O.[Fe+3].[OH-].[Na+]. (6) Given the product [CH3:1][O:2][C:3]([C:5]1[NH:50][C:8]2=[N:9][CH:10]=[C:11]([CH2:13][NH:14][CH2:15][C:16]3[CH:21]=[CH:20][CH:19]=[C:18]([NH:22][C:23](=[O:42])[C:24]4[CH:29]=[CH:28][C:27]([CH2:30][N:31]5[CH2:36][CH2:35][N:34]([CH3:37])[CH2:33][CH2:32]5)=[C:26]([C:38]([F:41])([F:40])[F:39])[CH:25]=4)[CH:17]=3)[CH:12]=[C:7]2[CH:6]=1)=[O:4], predict the reactants needed to synthesize it. The reactants are: [CH3:1][O:2][C:3]([C:5]1[NH:50][C:8]2=[N:9][CH:10]=[C:11]([CH2:13][N:14](C(OC(C)(C)C)=O)[CH2:15][C:16]3[CH:21]=[CH:20][CH:19]=[C:18]([NH:22][C:23](=[O:42])[C:24]4[CH:29]=[CH:28][C:27]([CH2:30][N:31]5[CH2:36][CH2:35][N:34]([CH3:37])[CH2:33][CH2:32]5)=[C:26]([C:38]([F:41])([F:40])[F:39])[CH:25]=4)[CH:17]=3)[CH:12]=[C:7]2[CH:6]=1)=[O:4].FC(F)(F)C(O)=O.